Dataset: Full USPTO retrosynthesis dataset with 1.9M reactions from patents (1976-2016). Task: Predict the reactants needed to synthesize the given product. (1) Given the product [CH2:1]([N:5]([CH2:15][CH2:16][CH2:17][CH3:18])[C:6]1[CH:13]=[CH:12][C:9]([CH:10]=[O:11])=[C:8]([O:14][CH3:21])[CH:7]=1)[CH2:2][CH2:3][CH3:4], predict the reactants needed to synthesize it. The reactants are: [CH2:1]([N:5]([CH2:15][CH2:16][CH2:17][CH3:18])[C:6]1[CH:13]=[CH:12][C:9]([CH:10]=[O:11])=[C:8]([OH:14])[CH:7]=1)[CH2:2][CH2:3][CH3:4].CI.[C:21](=O)([O-])[O-].[K+].[K+].O. (2) Given the product [Cl:1][C:2]1[CH:7]=[CH:6][CH:5]=[C:4]([Cl:8])[C:3]=1[C:9]1[CH:14]=[C:13]([F:15])[CH:12]=[C:11]([OH:28])[C:10]=1[O:18][CH3:19], predict the reactants needed to synthesize it. The reactants are: [Cl:1][C:2]1[CH:7]=[CH:6][CH:5]=[C:4]([Cl:8])[C:3]=1[C:9]1[CH:14]=[C:13]([F:15])[CH:12]=[C:11](C=O)[C:10]=1[O:18][CH3:19].C1C=C(Cl)C=C(C(OO)=[O:28])C=1.[OH-].[Na+].Cl. (3) Given the product [Cl-:22].[Cl:1][N:2]([Cl:22])[C:3]([CH3:16])([CH3:15])[CH2:4][C:5]([N:7]([CH2:9][CH2:10][N+:11]([CH3:12])([CH3:14])[CH3:13])[CH3:8])=[O:6], predict the reactants needed to synthesize it. The reactants are: [ClH:1].[NH2:2][C:3]([CH3:16])([CH3:15])[CH2:4][C:5]([N:7]([CH2:9][CH2:10][N+:11]([CH3:14])([CH3:13])[CH3:12])[CH3:8])=[O:6].C(O[Cl:22])(C)(C)C. (4) Given the product [ClH:1].[N:2]1[CH:7]=[CH:6][C:5]([C:8]2[CH:9]=[C:10]([CH:14]=[CH:15][CH:16]=2)[CH2:11][NH2:12])=[CH:4][CH:3]=1, predict the reactants needed to synthesize it. The reactants are: [ClH:1].[N:2]1[CH:7]=[CH:6][C:5]([C:8]2[CH:9]=[C:10]([CH:14]=[CH:15][CH:16]=2)[CH:11]=[N:12]O)=[CH:4][CH:3]=1. (5) Given the product [Cl:1][C:2]1[CH:3]=[C:4]([NH:10][C:11]2[CH:12]=[CH:13][CH:14]=[CH:15][CH:16]=2)[C:5]([CH:8]=[O:9])=[CH:6][N:7]=1, predict the reactants needed to synthesize it. The reactants are: [Cl:1][C:2]1[N:7]=[CH:6][C:5]([CH2:8][OH:9])=[C:4]([NH:10][C:11]2[CH:16]=[CH:15][CH:14]=[CH:13][CH:12]=2)[CH:3]=1. (6) The reactants are: [C:1]1([CH2:7][CH2:8][CH:9]([OH:15])[C:10]([CH3:14])=[CH:11][CH2:12][CH3:13])[CH:6]=[CH:5][CH:4]=[CH:3][CH:2]=1.CC(C)[O-].[Al+3].CC(C)[O-].CC(C)[O-].CC(C)=O. Given the product [C:1]1([CH2:7][CH2:8][C:9](=[O:15])[C:10]([CH3:14])=[CH:11][CH2:12][CH3:13])[CH:6]=[CH:5][CH:4]=[CH:3][CH:2]=1, predict the reactants needed to synthesize it. (7) Given the product [F:3][C:4]1[CH:9]=[CH:8][C:7]([F:10])=[CH:6][C:5]=1/[CH:11]=[CH:12]/[CH2:13][N:14]1[CH2:17][C:16]([CH2:22][CH2:23][CH2:24][C:25]2[C:34]3[C:29](=[CH:30][CH:31]=[C:32]([O:35][CH3:36])[CH:33]=3)[N:28]=[CH:27][C:26]=2[F:37])([C:18]([OH:20])=[O:19])[CH2:15]1, predict the reactants needed to synthesize it. The reactants are: [OH-].[Na+].[F:3][C:4]1[CH:9]=[CH:8][C:7]([F:10])=[CH:6][C:5]=1/[CH:11]=[CH:12]/[CH2:13][N:14]1[CH2:17][C:16]([CH2:22][CH2:23][CH2:24][C:25]2[C:34]3[C:29](=[CH:30][CH:31]=[C:32]([O:35][CH3:36])[CH:33]=3)[N:28]=[CH:27][C:26]=2[F:37])([C:18]([O:20]C)=[O:19])[CH2:15]1.Cl. (8) The reactants are: [NH2:1][CH2:2][CH2:3][C:4]1[N:5]=[C:6]([NH:9][C:10](=[O:16])[O:11][C:12]([CH3:15])([CH3:14])[CH3:13])[S:7][CH:8]=1.Cl[C:18]1[CH:23]=[CH:22][C:21]([N+:24]([O-:26])=[O:25])=[CH:20][N:19]=1.C(N(CC)CC)C. Given the product [N+:24]([C:21]1[CH:22]=[CH:23][C:18]([NH:1][CH2:2][CH2:3][C:4]2[N:5]=[C:6]([NH:9][C:10](=[O:16])[O:11][C:12]([CH3:13])([CH3:15])[CH3:14])[S:7][CH:8]=2)=[N:19][CH:20]=1)([O-:26])=[O:25], predict the reactants needed to synthesize it.